Dataset: NCI-60 drug combinations with 297,098 pairs across 59 cell lines. Task: Regression. Given two drug SMILES strings and cell line genomic features, predict the synergy score measuring deviation from expected non-interaction effect. (1) Drug 1: CC1CCCC2(C(O2)CC(NC(=O)CC(C(C(=O)C(C1O)C)(C)C)O)C(=CC3=CSC(=N3)C)C)C. Drug 2: B(C(CC(C)C)NC(=O)C(CC1=CC=CC=C1)NC(=O)C2=NC=CN=C2)(O)O. Cell line: OVCAR3. Synergy scores: CSS=49.3, Synergy_ZIP=2.63, Synergy_Bliss=2.06, Synergy_Loewe=-5.40, Synergy_HSA=1.89. (2) Drug 1: CC1C(C(CC(O1)OC2CC(OC(C2O)C)OC3=CC4=CC5=C(C(=O)C(C(C5)C(C(=O)C(C(C)O)O)OC)OC6CC(C(C(O6)C)O)OC7CC(C(C(O7)C)O)OC8CC(C(C(O8)C)O)(C)O)C(=C4C(=C3C)O)O)O)O. Drug 2: C1=NC2=C(N=C(N=C2N1C3C(C(C(O3)CO)O)F)Cl)N. Cell line: HOP-92. Synergy scores: CSS=15.6, Synergy_ZIP=-4.15, Synergy_Bliss=0.254, Synergy_Loewe=-3.83, Synergy_HSA=1.15.